From a dataset of M1 muscarinic receptor antagonist screen with 61,756 compounds. Binary Classification. Given a drug SMILES string, predict its activity (active/inactive) in a high-throughput screening assay against a specified biological target. (1) The compound is O(P(=O)(C(O)c1ccncc1)c1ccc(N(C)C)cc1)CC(C)C. The result is 0 (inactive). (2) The drug is S1(=O)(=O)CC(NC(=O)COc2ccc(cc2)C(=O)C)CC1. The result is 0 (inactive). (3) The molecule is O=C(Nc1n(C2CCCCC2)c2nc3c(nc2c1C#N)cccc3)CC. The result is 0 (inactive). (4) The compound is S(=O)(=O)(N1CCN(S(=O)(=O)c2ccc(F)cc2)CC1)N(C)C. The result is 0 (inactive). (5) The drug is S(=O)(=O)(NCCOc1nc(SC)nc(c1)C)c1c(ccc(c1)C)C. The result is 0 (inactive). (6) The drug is Clc1cc2nc(SC=3c4c(S(=O)(=O)C3)cccc4)oc2cc1. The result is 0 (inactive).